Dataset: Reaction yield outcomes from USPTO patents with 853,638 reactions. Task: Predict the reaction yield, written as a fraction of the theoretical maximum amount of product (1.0 means a 100% yield; for example, 0.34 means a 34% yield). (1) The reactants are [Br:1][C:2]1[S:6][C:5]([S:7](Cl)(=[O:9])=[O:8])=[CH:4][CH:3]=1.C(N(CC)CC)C.[CH3:18][N:19]1[CH2:24][CH2:23][NH:22][CH2:21][CH2:20]1. The yield is 0.840. The catalyst is C1COCC1. The product is [Br:1][C:2]1[S:6][C:5]([S:7]([N:22]2[CH2:23][CH2:24][N:19]([CH3:18])[CH2:20][CH2:21]2)(=[O:9])=[O:8])=[CH:4][CH:3]=1. (2) The reactants are [NH:1]1[C:5]2=[N:6][CH:7]=[C:8]([C:10]3[CH:11]=[CH:12][C:13]([NH:16][C:17](=[O:23])[O:18][C:19]([CH3:22])([CH3:21])[CH3:20])=[N:14][CH:15]=3)[CH:9]=[C:4]2[CH:3]=[CH:2]1.[Br:24]N1C(=O)CCC1=O. The catalyst is C1COCC1.CN(C=O)C. The product is [C:19]([O:18][C:17](=[O:23])[NH:16][C:13]1[CH:12]=[CH:11][C:10]([C:8]2[CH:9]=[C:4]3[C:3]([Br:24])=[CH:2][NH:1][C:5]3=[N:6][CH:7]=2)=[CH:15][N:14]=1)([CH3:20])([CH3:22])[CH3:21]. The yield is 0.770. (3) The reactants are [F:1][C:2]1[CH:3]=[C:4]([CH:39]=[C:40]([F:42])[CH:41]=1)[CH2:5][N:6]([CH2:29][CH:30]([C:32]1[C:36]([CH3:37])=[CH:35][S:34][C:33]=1[CH3:38])[OH:31])[C:7]([C:9]1[CH:10]=[N:11][N:12]([C@H:18]2[CH2:23][CH2:22][C@H:21]([C:24]([O:26][CH2:27][CH3:28])=[O:25])[CH2:20][CH2:19]2)[C:13]=1[C:14]([F:17])([F:16])[F:15])=[O:8].CC(OI1(OC(C)=O)(OC(C)=O)OC(=O)C2C=CC=CC1=2)=O. The catalyst is C(Cl)Cl. The product is [F:42][C:40]1[CH:39]=[C:4]([CH:3]=[C:2]([F:1])[CH:41]=1)[CH2:5][N:6]([CH2:29][C:30]([C:32]1[C:36]([CH3:37])=[CH:35][S:34][C:33]=1[CH3:38])=[O:31])[C:7]([C:9]1[CH:10]=[N:11][N:12]([C@H:18]2[CH2:19][CH2:20][C@H:21]([C:24]([O:26][CH2:27][CH3:28])=[O:25])[CH2:22][CH2:23]2)[C:13]=1[C:14]([F:15])([F:17])[F:16])=[O:8]. The yield is 0.780. (4) The reactants are Br[C:2]1[C:7]([CH2:8][NH:9][C:10]2[N:14]([C:15]3[CH:20]=[CH:19][CH:18]=[C:17]([Cl:21])[C:16]=3[Cl:22])[N:13]=[N:12][N:11]=2)=[CH:6][CH:5]=[CH:4][N:3]=1.[CH2:23]([O:25][C:26]1[CH:31]=[CH:30][C:29](B(O)O)=[CH:28][CH:27]=1)[CH3:24]. No catalyst specified. The product is [Cl:22][C:16]1[C:17]([Cl:21])=[CH:18][CH:19]=[CH:20][C:15]=1[N:14]1[C:10]([NH:9][CH2:8][C:7]2[C:2]([C:29]3[CH:30]=[CH:31][C:26]([O:25][CH2:23][CH3:24])=[CH:27][CH:28]=3)=[N:3][CH:4]=[CH:5][CH:6]=2)=[N:11][N:12]=[N:13]1. The yield is 0.0600. (5) The catalyst is CC(C)=O. The product is [O:21]=[C:2]1[C:3]2([CH2:13][O:12][C:11]3[CH:14]=[C:15]4[C:19](=[CH:20][C:10]2=3)[CH2:18][CH2:17][O:16]4)[C:4]2[C:9](=[CH:8][CH:7]=[CH:6][CH:5]=2)[N:1]1[CH2:23][C:24]([O:26][CH2:27][CH3:28])=[O:25]. The reactants are [NH:1]1[C:9]2[C:4](=[CH:5][CH:6]=[CH:7][CH:8]=2)[C:3]2([CH2:13][O:12][C:11]3[CH:14]=[C:15]4[C:19](=[CH:20][C:10]2=3)[CH2:18][CH2:17][O:16]4)[C:2]1=[O:21].Br[CH2:23][C:24]([O:26][CH2:27][CH3:28])=[O:25].C(=O)([O-])[O-].[Cs+].[Cs+]. The yield is 0.630. (6) The reactants are [CH:1]1([CH:7]([C:9]2[C:13]3[CH:14]=[CH:15][C:16]([O:18][CH3:19])=[CH:17][C:12]=3[O:11][C:10]=2[CH3:20])O)[CH2:6][CH2:5][CH2:4][CH2:3][CH2:2]1.S(Cl)([Cl:23])=O.C(=O)([O-])O.[Na+]. The catalyst is C1(C)C=CC=CC=1. The product is [Cl:23][CH:7]([CH:1]1[CH2:6][CH2:5][CH2:4][CH2:3][CH2:2]1)[C:9]1[C:13]2[CH:14]=[CH:15][C:16]([O:18][CH3:19])=[CH:17][C:12]=2[O:11][C:10]=1[CH3:20]. The yield is 0.990. (7) No catalyst specified. The product is [CH2:37]([O:41][C:42]1[CH:76]=[CH:75][C:45]([C:46]([NH:48][C:49]2[CH:54]=[CH:53][C:52]([C:55]3[CH:63]=[C:62]4[C:58]([CH2:59][N:60]([C@@H:65]([CH:70]([CH3:71])[CH3:72])[C:66]([OH:68])=[O:67])[C:61]4=[O:64])=[CH:57][CH:56]=3)=[C:51]([O:73][CH3:74])[CH:50]=2)=[O:47])=[CH:44][CH:43]=1)[CH2:38][CH2:39][CH3:40]. The yield is 0.720. The reactants are C(C1C=CC(C(NC2C=CC(C3C=C4C(CN([C@@H](C(C)C)C(O)=O)C4=O)=CC=3)=NC=2)=O)=CC=1)(C)(C)C.[CH2:37]([O:41][C:42]1[CH:76]=[CH:75][C:45]([C:46]([NH:48][C:49]2[CH:54]=[CH:53][C:52]([C:55]3[CH:63]=[C:62]4[C:58]([CH2:59][N:60]([C@@H:65]([CH:70]([CH3:72])[CH3:71])[C:66]([O:68]C)=[O:67])[C:61]4=[O:64])=[CH:57][CH:56]=3)=[C:51]([O:73][CH3:74])[CH:50]=2)=[O:47])=[CH:44][CH:43]=1)[CH2:38][CH2:39][CH3:40].